From a dataset of Full USPTO retrosynthesis dataset with 1.9M reactions from patents (1976-2016). Predict the reactants needed to synthesize the given product. (1) Given the product [I:19][C:9]1[CH:10]=[C:11]([CH:15]=[CH:16][C:8]=1[OH:7])[C:12]([OH:14])=[O:13], predict the reactants needed to synthesize it. The reactants are: Cl([O-])(=O)(=O)=O.[Na+].[OH:7][C:8]1[CH:16]=[CH:15][C:11]([C:12]([OH:14])=[O:13])=[CH:10][CH:9]=1.[OH-].[Na+].[I-:19].[Na+].S([O-])([O-])(=O)=S.[Na+].[Na+].Cl. (2) Given the product [Si:5]([O:6][CH2:7][C:8]1[C:9]([N:18]2[CH2:23][C@H:22]([CH3:24])[O:21][C@H:20]([CH3:25])[CH2:19]2)=[C:10]([F:17])[C:11]([F:16])=[C:12]([CH:13]=[N:48][OH:49])[CH:15]=1)([C:1]([CH3:2])([CH3:4])[CH3:3])([C:45]1[CH:44]=[CH:46][CH:3]=[CH:1][CH:2]=1)[C:8]1[CH:9]=[CH:10][CH:11]=[CH:12][CH:15]=1, predict the reactants needed to synthesize it. The reactants are: [C:1]([SiH2:5][O:6][C:7](C1C=CC=CC=1)(C1C=CC=CC=1)[C:8]1[C:9]([N:18]2[CH2:23][C@H:22]([CH3:24])[O:21][C@H:20]([CH3:25])[CH2:19]2)=[C:10]([F:17])[C:11]([F:16])=[C:12]([CH:15]=1)[CH:13]=O)([CH3:4])([CH3:3])[CH3:2].CCN([CH:44]([CH3:46])[CH3:45])C(C)C.Cl.[NH2:48][OH:49]. (3) Given the product [C:16]1([CH2:15][CH2:6][C:7](=[O:14])[CH2:8][CH2:9][CH2:10][CH2:11][CH2:12][CH3:13])[CH:21]=[CH:20][CH:19]=[CH:18][CH:17]=1, predict the reactants needed to synthesize it. The reactants are: O.[OH-].[Ba+2].[OH-].O.[CH3:6][C:7](=[O:14])[CH2:8][CH2:9][CH2:10][CH2:11][CH2:12][CH3:13].[CH2:15](O)[C:16]1[CH:21]=[CH:20][CH:19]=[CH:18][CH:17]=1. (4) Given the product [Cl:21][C:22]1[CH:59]=[CH:58][C:25]([C:26]2[C:31]([C:32]3[CH:41]=[CH:40][C:39]4[C:34](=[CH:35][CH:36]=[C:37]([C:42]5[N:46]([CH2:45][CH:49]6[CH2:50][CH2:51][CH2:53][O:55]6)[C:2]6[CH:10]=[CH:9][C:5]([C:6]([OH:8])=[O:7])=[CH:4][C:3]=6[N:11]=5)[CH:38]=4)[N:33]=3)=[CH:30][C:29]([O:56][CH3:57])=[CH:28][CH:27]=2)=[CH:24][CH:23]=1, predict the reactants needed to synthesize it. The reactants are: Cl[C:2]1[CH:10]=[CH:9][C:5]([C:6]([OH:8])=[O:7])=[CH:4][C:3]=1[N+:11]([O-])=O.C(N)C1OCCC1.[Cl:21][C:22]1[CH:59]=[CH:58][C:25]([C:26]2[C:31]([C:32]3[CH:41]=[CH:40][C:39]4[C:34](=[CH:35][CH:36]=[C:37]([C:42]5[N:46](CC)[C:45]6[CH:49]=[CH:50][C:51]([C:53]([OH:55])=O)=CC=6N=5)[CH:38]=4)[N:33]=3)=[CH:30][C:29]([O:56][CH3:57])=[CH:28][CH:27]=2)=[CH:24][CH:23]=1. (5) Given the product [Br:1][C:2]1[CH:3]=[CH:4][C:5]2[S:9][CH:8]=[CH:7][C:6]=2[CH:11]=1, predict the reactants needed to synthesize it. The reactants are: [Br:1][C:2]1[CH:3]=[CH:4][C:5]2[S:9][CH2:8][CH:7](O)[C:6]=2[CH:11]=1.O.C1(C)C=CC(S(O)(=O)=O)=CC=1. (6) The reactants are: Br[C:2]1[CH:3]=[C:4]([O:13][CH2:14][C:15]2[C:20]([CH3:21])=[CH:19][CH:18]=[CH:17][C:16]=2[CH3:22])[C:5]2[N:6]([C:8]([CH3:12])=[C:9]([CH3:11])[N:10]=2)[CH:7]=1.[O:23]1[CH:27]=[CH:26][CH:25]=[C:24]1B(O)O.C(=O)([O-])[O-].[Na+].[Na+]. Given the product [CH3:22][C:16]1[CH:17]=[CH:18][CH:19]=[C:20]([CH3:21])[C:15]=1[CH2:14][O:13][C:4]1[C:5]2[N:6]([C:8]([CH3:12])=[C:9]([CH3:11])[N:10]=2)[CH:7]=[C:2]([C:24]2[O:23][CH:27]=[CH:26][CH:25]=2)[CH:3]=1, predict the reactants needed to synthesize it. (7) Given the product [CH3:22][O:23][C:24]1[CH:29]=[CH:28][C:27]([C:2]2[N:7]=[CH:6][C:5]([NH:8][C:9]([NH:11][CH2:12][CH2:13][CH2:14][CH2:15][N:16]3[CH2:21][CH2:20][CH2:19][CH2:18][CH2:17]3)=[O:10])=[CH:4][CH:3]=2)=[CH:26][CH:25]=1, predict the reactants needed to synthesize it. The reactants are: Br[C:2]1[N:7]=[CH:6][C:5]([NH:8][C:9]([NH:11][CH2:12][CH2:13][CH2:14][CH2:15][N:16]2[CH2:21][CH2:20][CH2:19][CH2:18][CH2:17]2)=[O:10])=[CH:4][CH:3]=1.[CH3:22][O:23][C:24]1[CH:29]=[CH:28][C:27](B(O)O)=[CH:26][CH:25]=1.C(=O)([O-])[O-].[Na+].[Na+]. (8) Given the product [C:1]([N:14]1[CH2:15][CH2:16][CH:10]([CH3:9])[C:11](=[O:17])[CH2:12][CH2:13]1)(=[O:3])[CH3:2], predict the reactants needed to synthesize it. The reactants are: [C:1](OC(=O)C)(=[O:3])[CH3:2].Cl.[CH3:9][CH:10]1[CH2:16][CH2:15][NH:14][CH2:13][CH2:12][C:11]1=[O:17].N1C=CC=CC=1. (9) Given the product [CH3:26][C:22]1[CH:23]=[CH:24][CH:25]=[C:2]([CH3:1])[C:3]=1[CH2:4][NH:5][C:6]1[C:14]2[N:13]=[C:12]([CH3:15])[N:11]([CH3:16])[C:10]=2[CH:9]=[C:8]([C:17]([NH:27][CH2:28][CH2:29][OH:30])=[O:18])[CH:7]=1, predict the reactants needed to synthesize it. The reactants are: [CH3:1][C:2]1[CH:25]=[CH:24][CH:23]=[C:22]([CH3:26])[C:3]=1[CH2:4][NH:5][C:6]1[C:14]2[N:13]=[C:12]([CH3:15])[N:11]([CH3:16])[C:10]=2[CH:9]=[C:8]([C:17](OCC)=[O:18])[CH:7]=1.[NH2:27][CH2:28][CH2:29][OH:30]. (10) Given the product [Si:20]([O:27][C@H:28]([C:32]1[CH:41]=[CH:40][C:39]([OH:42])=[C:38]2[C:33]=1[CH:34]=[CH:35][C:36](=[O:43])[NH:37]2)[CH2:29][N:30]([CH3:31])[CH2:2][CH2:3][CH2:4][C:5]#[C:6][C:7]1[CH:12]=[CH:11][C:10]([NH:13][C:14](=[O:19])[C:15]([F:18])([F:17])[F:16])=[CH:9][CH:8]=1)([C:23]([CH3:25])([CH3:26])[CH3:24])([CH3:22])[CH3:21], predict the reactants needed to synthesize it. The reactants are: Br[CH2:2][CH2:3][CH2:4][C:5]#[C:6][C:7]1[CH:12]=[CH:11][C:10]([NH:13][C:14](=[O:19])[C:15]([F:18])([F:17])[F:16])=[CH:9][CH:8]=1.[Si:20]([O:27][C@H:28]([C:32]1[CH:41]=[CH:40][C:39]([OH:42])=[C:38]2[C:33]=1[CH:34]=[CH:35][C:36](=[O:43])[NH:37]2)[CH2:29][NH:30][CH3:31])([C:23]([CH3:26])([CH3:25])[CH3:24])([CH3:22])[CH3:21].C(N(CC)C(C)C)(C)C.